Dataset: Reaction yield outcomes from USPTO patents with 853,638 reactions. Task: Predict the reaction yield, written as a fraction of the theoretical maximum amount of product (1.0 means a 100% yield; for example, 0.34 means a 34% yield). (1) The reactants are [CH:1](=O)[C:2]1[C:3]([O:8][CH3:9])=[CH:4][CH:5]=[CH:6][CH:7]=1.[CH3:11][NH2:12].C(O)(=O)C.[BH4-].[Na+]. The catalyst is CO. The product is [CH3:9][O:8][C:3]1[CH:4]=[CH:5][CH:6]=[CH:7][C:2]=1[CH2:1][NH:12][CH3:11]. The yield is 0.790. (2) The reactants are [N:1]#[C:2]Br.Cl.[CH3:5][S:6]([C:9]1[CH:14]=[CH:13][C:12]([C:15]2[CH:20]=[CH:19][C:18]([O:21][CH2:22][CH:23]3[CH2:28][CH2:27][NH:26][CH2:25][CH2:24]3)=[CH:17][CH:16]=2)=[CH:11][CH:10]=1)(=[O:8])=[O:7].C(N(CC)CC)C. The catalyst is C(Cl)Cl. The product is [CH3:5][S:6]([C:9]1[CH:10]=[CH:11][C:12]([C:15]2[CH:20]=[CH:19][C:18]([O:21][CH2:22][CH:23]3[CH2:28][CH2:27][N:26]([C:2]#[N:1])[CH2:25][CH2:24]3)=[CH:17][CH:16]=2)=[CH:13][CH:14]=1)(=[O:8])=[O:7]. The yield is 0.540. (3) The reactants are O=[C:2]1[C:10]2[C:5](=[CH:6][CH:7]=[C:8]([C:11]3[CH:12]=[C:13]([CH:16]=[CH:17][CH:18]=3)[C:14]#[N:15])[CH:9]=2)[CH2:4][C:3]21[CH2:26][C:25]1[C:20](=[CH:21][CH:22]=[CH:23][CH:24]=1)[CH2:19]2.[C:27](=[N:33][Si](C)(C)C)=[N:28][Si](C)(C)C. The catalyst is C(Cl)Cl.Cl[Ti](Cl)(Cl)Cl. The product is [C:14]([C:13]1[CH:12]=[C:11]([C:8]2[CH:9]=[C:10]3[C:5](=[CH:6][CH:7]=2)[CH2:4][C:3]2([CH2:26][C:25]4[C:20](=[CH:21][CH:22]=[CH:23][CH:24]=4)[CH2:19]2)/[C:2]/3=[N:28]/[C:27]#[N:33])[CH:18]=[CH:17][CH:16]=1)#[N:15]. The yield is 0.990. (4) The reactants are [CH3:1][C:2]1[C:6]([CH2:7][N:8]2[CH:12]=[C:11]([N:13]3[C:17](=[O:18])[CH2:16][NH:15][C:14]3=[O:19])[CH:10]=[N:9]2)=[C:5]([CH3:20])[O:4][N:3]=1.ClC[C:23]1[C:24]([CH3:29])=[N:25][N:26]([CH3:28])[CH:27]=1.[C:30](=O)([O-])[O-].[Cs+].[Cs+]. The catalyst is CN(C=O)C. The product is [CH3:28][N:26]1[C:27]([CH2:30][N:15]2[CH2:16][C:17](=[O:18])[N:13]([C:11]3[CH:10]=[N:9][N:8]([CH2:7][C:6]4[C:2]([CH3:1])=[N:3][O:4][C:5]=4[CH3:20])[CH:12]=3)[C:14]2=[O:19])=[CH:23][C:24]([CH3:29])=[N:25]1. The yield is 0.530. (5) The reactants are [NH2:1][C:2]1[C:7]([CH2:8][NH:9][CH3:10])=[CH:6][C:5]([Br:11])=[CH:4][N:3]=1.[C:12](O[C:12]([O:14][C:15]([CH3:18])([CH3:17])[CH3:16])=[O:13])([O:14][C:15]([CH3:18])([CH3:17])[CH3:16])=[O:13]. The catalyst is C1COCC1. The product is [Br:11][C:5]1[CH:6]=[C:7]([CH2:8][N:9]([C:12]([O:14][C:15]([CH3:18])([CH3:17])[CH3:16])=[O:13])[CH3:10])[C:2]([NH:1][C:12]([O:14][C:15]([CH3:18])([CH3:17])[CH3:16])=[O:13])=[N:3][CH:4]=1. The yield is 0.850. (6) The reactants are F[C:2]1[CH:11]=[CH:10][C:9]2[NH:8][CH:7]=[C:6]3[C:12](=[O:21])[N:13]([C:15]4[CH:20]=[CH:19][CH:18]=[CH:17][CH:16]=4)[N:14]=[C:5]3[C:4]=2[CH:3]=1.[CH:22]([N:25]1[CH2:30][CH2:29][NH:28][CH2:27][CH2:26]1)([CH3:24])[CH3:23]. No catalyst specified. The product is [CH:22]([N:25]1[CH2:30][CH2:29][N:28]([C:2]2[CH:11]=[CH:10][C:9]3[NH:8][CH:7]=[C:6]4[C:12](=[O:21])[N:13]([C:15]5[CH:20]=[CH:19][CH:18]=[CH:17][CH:16]=5)[N:14]=[C:5]4[C:4]=3[CH:3]=2)[CH2:27][CH2:26]1)([CH3:24])[CH3:23]. The yield is 0.840. (7) The reactants are [CH3:1][O:2][C:3]1[CH:4]=[C:5]2[C:14](=[CH:15][CH:16]=1)[CH2:13][CH:12]([C:17]1[CH:22]=[CH:21][C:20]([O:23][CH3:24])=[CH:19][CH:18]=1)[CH:11]1[CH:6]2[CH2:7][CH2:8][CH2:9][CH2:10]1.[Br:25]Br. The catalyst is C(Cl)Cl. The product is [Br:25][C:16]1[CH:15]=[C:14]2[C:5]([CH:6]3[CH:11]([CH:12]([C:17]4[CH:22]=[CH:21][C:20]([O:23][CH3:24])=[CH:19][CH:18]=4)[CH2:13]2)[CH2:10][CH2:9][CH2:8][CH2:7]3)=[CH:4][C:3]=1[O:2][CH3:1]. The yield is 1.00. (8) The reactants are [Br:1][C:2]1[CH:3]=[N:4][C:5]([C:8]2[CH:13]=[CH:12][C:11]([CH2:14][C@H:15]([NH:30][C:31]([C:33]3[S:34][C:35]([C:38]([CH3:41])([CH3:40])[CH3:39])=[CH:36][CH:37]=3)=[O:32])[C:16]([N:18]3[CH2:22][CH2:21][CH2:20][C@H:19]3[C:23]([O:25]C(C)(C)C)=[O:24])=[O:17])=[CH:10][CH:9]=2)=[N:6][CH:7]=1. The catalyst is C(Cl)Cl. The product is [Br:1][C:2]1[CH:3]=[N:4][C:5]([C:8]2[CH:13]=[CH:12][C:11]([CH2:14][C@H:15]([NH:30][C:31]([C:33]3[S:34][C:35]([C:38]([CH3:41])([CH3:40])[CH3:39])=[CH:36][CH:37]=3)=[O:32])[C:16]([N:18]3[CH2:22][CH2:21][CH2:20][C@H:19]3[C:23]([OH:25])=[O:24])=[O:17])=[CH:10][CH:9]=2)=[N:6][CH:7]=1. The yield is 0.600.